Predict the reactants needed to synthesize the given product. From a dataset of Full USPTO retrosynthesis dataset with 1.9M reactions from patents (1976-2016). (1) Given the product [F:1][C:2]1[CH:7]=[CH:6][C:5]([C:8]2[N:25]=[C:26]([C:27]3[CH:32]=[CH:31][CH:30]=[CH:29][CH:28]=3)[NH:18][C:9]=2[C:10]2[CH:15]=[CH:14][N:13]=[C:12]([S:16][CH3:17])[N:11]=2)=[CH:4][CH:3]=1, predict the reactants needed to synthesize it. The reactants are: [F:1][C:2]1[CH:7]=[CH:6][C:5]([C:8](=O)/[C:9](=[N:18]\O)/[C:10]2[CH:15]=[CH:14][N:13]=[C:12]([S:16][CH3:17])[N:11]=2)=[CH:4][CH:3]=1.C([O-])(=O)C.[NH4+:25].[CH:26](=O)[C:27]1[CH:32]=[CH:31][CH:30]=[CH:29][CH:28]=1. (2) Given the product [Cl:3][C:4]1[CH:5]=[C:6]2[C:11](=[CH:12][CH:13]=1)[CH:10]=[C:9]([S:14]([CH2:17][C@@H:18]([N:37]1[CH2:41][CH2:40][O:39][C:38]1=[O:43])[C:19]([N:21]1[CH2:22][CH2:23][CH:24]([N:27]3[CH2:31][C:30]4=[CH:32][N:33]=[C:34]([CH3:35])[N:29]4[C:28]3=[O:36])[CH2:25][CH2:26]1)=[O:20])(=[O:16])=[O:15])[CH:8]=[CH:7]2, predict the reactants needed to synthesize it. The reactants are: [H-].[Na+].[Cl:3][C:4]1[CH:5]=[C:6]2[C:11](=[CH:12][CH:13]=1)[CH:10]=[C:9]([S:14]([CH2:17][C@@H:18]([NH:37][C:38](=[O:43])[O:39][CH2:40][CH2:41]Cl)[C:19]([N:21]1[CH2:26][CH2:25][CH:24]([N:27]3[CH2:31][C:30]4=[CH:32][N:33]=[C:34]([CH3:35])[N:29]4[C:28]3=[O:36])[CH2:23][CH2:22]1)=[O:20])(=[O:16])=[O:15])[CH:8]=[CH:7]2.O. (3) Given the product [CH3:15][C:10]1([CH2:16][CH:17]([OH:19])[CH3:18])[O:11][CH2:12][C@@H:13]([CH3:14])[NH:8][CH2:9]1, predict the reactants needed to synthesize it. The reactants are: C([N:8]1[C@H:13]([CH3:14])[CH2:12][O:11][C:10]([CH2:16][CH:17]([OH:19])[CH3:18])([CH3:15])[CH2:9]1)C1C=CC=CC=1. (4) The reactants are: [I:1][C:2]1[CH:11]=[CH:10][CH:9]=[C:8]2[C:3]=1[CH2:4][CH2:5][N:6]1C(=O)C(=O)O[C:7]12[CH3:17].IC1C=CC=CC=1CCNC(=O)C.C(Cl)(C(Cl)=O)=O.Cl. Given the product [I:1][C:2]1[CH:11]=[CH:10][CH:9]=[C:8]2[C:3]=1[CH2:4][CH2:5][N:6]=[C:7]2[CH3:17], predict the reactants needed to synthesize it. (5) Given the product [C:37]([C:32]1[CH:31]=[C:30]([C:27]2[CH:26]=[CH:25][C:24]([S:21]([NH:20][CH:19]3[C:13]4[CH:12]=[CH:11][CH:10]=[C:9]([O:8][CH2:7][C:6]([OH:41])=[O:5])[C:14]=4[CH2:15][CH2:16][CH2:17][CH2:18]3)(=[O:22])=[O:23])=[CH:29][CH:28]=2)[CH:35]=[C:34]([CH3:36])[CH:33]=1)([CH3:40])([CH3:38])[CH3:39], predict the reactants needed to synthesize it. The reactants are: C([O:5][C:6](=[O:41])[CH2:7][O:8][C:9]1[C:14]2[CH2:15][CH2:16][CH2:17][CH2:18][CH:19]([NH:20][S:21]([C:24]3[CH:29]=[CH:28][C:27]([C:30]4[CH:35]=[C:34]([CH3:36])[CH:33]=[C:32]([C:37]([CH3:40])([CH3:39])[CH3:38])[CH:31]=4)=[CH:26][CH:25]=3)(=[O:23])=[O:22])[C:13]=2[CH:12]=[CH:11][CH:10]=1)(C)(C)C.[OH-].[Na+]. (6) Given the product [F:25][C:22]1[CH:23]=[CH:24][C:19]([CH2:18][N:7]2[C:8]3=[CH:9][N:10]=[C:11]([C:14]([O:16][CH3:17])=[O:15])[CH:12]=[C:13]3[C:5]([CH2:4][O:34][C@@H:32]([C:26]3[CH:31]=[CH:30][CH:29]=[CH:28][CH:27]=3)[CH3:33])=[CH:6]2)=[CH:20][CH:21]=1, predict the reactants needed to synthesize it. The reactants are: CN([CH2:4][C:5]1[C:13]2[C:8](=[CH:9][N:10]=[C:11]([C:14]([O:16][CH3:17])=[O:15])[CH:12]=2)[N:7]([CH2:18][C:19]2[CH:24]=[CH:23][C:22]([F:25])=[CH:21][CH:20]=2)[CH:6]=1)C.[C:26]1([C@H:32]([OH:34])[CH3:33])[CH:31]=[CH:30][CH:29]=[CH:28][CH:27]=1. (7) Given the product [Cl:31][C:32]1[CH:38]=[C:37]([O:39][C:40]2[C:41]3[N:48]([CH3:49])[CH:47]=[CH:46][C:42]=3[N:43]=[CH:44][N:45]=2)[CH:36]=[CH:35][C:33]=1[NH:34][C:16]([NH:10][C:9]1[CH:11]=[CH:12][CH:13]=[C:7]([O:6][C:2]([F:14])([F:1])[CH:3]([F:4])[F:5])[CH:8]=1)=[O:17], predict the reactants needed to synthesize it. The reactants are: [F:1][C:2]([F:14])([O:6][C:7]1[CH:8]=[C:9]([CH:11]=[CH:12][CH:13]=1)[NH2:10])[CH:3]([F:5])[F:4].Cl[C:16](OC1C=CC=CC=1)=[O:17].N1C=CC=CC=1.[Cl:31][C:32]1[CH:38]=[C:37]([O:39][C:40]2[C:41]3[N:48]([CH3:49])[CH:47]=[CH:46][C:42]=3[N:43]=[CH:44][N:45]=2)[CH:36]=[CH:35][C:33]=1[NH2:34]. (8) Given the product [CH:22]1([C:19]2[CH:18]=[CH:17][C:16]([C:4]3[CH:3]=[C:2]([NH2:1])[C:11]4[C:6](=[CH:7][CH:8]=[C:9]([NH2:12])[CH:10]=4)[N:5]=3)=[CH:21][CH:20]=2)[CH2:23][CH2:24][CH2:25][CH2:26][CH2:27]1, predict the reactants needed to synthesize it. The reactants are: [NH2:1][C:2]1[C:11]2[C:6](=[CH:7][CH:8]=[C:9]([NH:12]C(=O)C)[CH:10]=2)[N:5]=[C:4]([C:16]2[CH:21]=[CH:20][C:19]([CH:22]3[CH2:27][CH2:26][CH2:25][CH2:24][CH2:23]3)=[CH:18][CH:17]=2)[CH:3]=1.[OH-].[Na+]. (9) Given the product [C:1]([O:5][C:6](=[O:32])[NH:7][CH:8]1[CH2:13][CH2:12][N:11]([C:14]2[N:15]([CH3:31])[C:16](=[O:30])[C:17]([C:33]#[N:34])=[C:18]([C:20]3[CH:25]=[CH:24][C:23]([C:26]#[N:27])=[C:22]([F:28])[CH:21]=3)[N:19]=2)[CH2:10][CH2:9]1)([CH3:4])([CH3:3])[CH3:2], predict the reactants needed to synthesize it. The reactants are: [C:1]([O:5][C:6](=[O:32])[NH:7][CH:8]1[CH2:13][CH2:12][N:11]([C:14]2[N:15]([CH3:31])[C:16](=[O:30])[C:17](Cl)=[C:18]([C:20]3[CH:25]=[CH:24][C:23]([C:26]#[N:27])=[C:22]([F:28])[CH:21]=3)[N:19]=2)[CH2:10][CH2:9]1)([CH3:4])([CH3:3])[CH3:2].[CH3:33][N:34](C=O)C. (10) Given the product [NH2:27][C:24]([CH3:26])([CH3:25])[CH2:23][NH:22][C:12]1[CH:13]=[C:14]([C:15]2[NH:16][CH:17]=[CH:18][CH:19]=2)[C:5]2[C:6](=[O:11])[NH:7][C:8]3[C:4]=2[C:3]=1[C:2]([F:1])=[CH:10][CH:9]=3, predict the reactants needed to synthesize it. The reactants are: [F:1][C:2]1[C:3](/[C:12](/I)=[CH:13]/[C:14](=O)[C:15]2[NH:16][CH:17]=[CH:18][CH:19]=2)=[C:4]2[C:8](=[CH:9][CH:10]=1)[NH:7][C:6](=[O:11])[CH2:5]2.[NH2:22][CH2:23][C:24]([NH2:27])([CH3:26])[CH3:25].[H-].[Na+].